This data is from Catalyst prediction with 721,799 reactions and 888 catalyst types from USPTO. The task is: Predict which catalyst facilitates the given reaction. (1) Reactant: [Cl:1][C:2]1[CH:3]=[C:4](B(O)O)[CH:5]=[CH:6][CH:7]=1.Br[C:12]1[CH:13]=[C:14]([C:31]([O:33][CH3:34])=[O:32])[C:15]2[NH:29][C:18]3=[N:19][C:20]([N:23]4[CH2:28][CH2:27][O:26][CH2:25][CH2:24]4)=[CH:21][CH:22]=[C:17]3[C:16]=2[N:30]=1.[O-]P([O-])([O-])=O.[K+].[K+].[K+].C1(P(C2CCCCC2)C2C=CC=CC=2C2C(OC)=CC=CC=2OC)CCCCC1. Product: [Cl:1][C:2]1[CH:3]=[C:4]([C:12]2[CH:13]=[C:14]([C:31]([O:33][CH3:34])=[O:32])[C:15]3[NH:29][C:18]4=[N:19][C:20]([N:23]5[CH2:28][CH2:27][O:26][CH2:25][CH2:24]5)=[CH:21][CH:22]=[C:17]4[C:16]=3[N:30]=2)[CH:5]=[CH:6][CH:7]=1. The catalyst class is: 318. (2) Reactant: [CH3:1][C:2]1[CH:3]=[CH:4][CH:5]=[C:6]2[C:10]=1[NH:9][CH2:8][CH2:7]2.P([O-])([O-])([O-])=[O:12]. Product: [OH:12][C:4]1[CH:5]=[C:6]2[C:10](=[C:2]([CH3:1])[CH:3]=1)[NH:9][CH:8]=[CH:7]2. The catalyst class is: 21. (3) Reactant: [CH3:1][O-:2].[Na+].[Cl:4][C:5]1[CH:10]=[C:9]([O:11][CH3:12])[CH:8]=[CH:7][C:6]=1[C:13]1[C:14]2[N:15]([C:19]([N:26]([CH2:30][CH:31]3[CH2:33][CH2:32]3)[CH2:27][CH2:28][CH3:29])=[C:20](S(C)(=O)=O)[N:21]=2)[CH:16]=[CH:17][N:18]=1. Product: [Cl:4][C:5]1[CH:10]=[C:9]([O:11][CH3:12])[CH:8]=[CH:7][C:6]=1[C:13]1[C:14]2[N:15]([C:19]([N:26]([CH2:30][CH:31]3[CH2:33][CH2:32]3)[CH2:27][CH2:28][CH3:29])=[C:20]([O:2][CH3:1])[N:21]=2)[CH:16]=[CH:17][N:18]=1. The catalyst class is: 6. (4) Reactant: C(N(CC)CC)C.[C:16](O[C:16]([O:18][C:19]([CH3:22])([CH3:21])[CH3:20])=[O:17])([O:18][C:19]([CH3:22])([CH3:21])[CH3:20])=[O:17].[CH2:23]([NH:30][CH2:31][C:32]1[CH:33]=[CH:34][CH:35]=[C:36]2[C:40]=1[NH:39][CH:38]=[CH:37]2)[C:24]1[CH:29]=[CH:28][CH:27]=[CH:26][CH:25]=1. Product: [C:19]([O:18][C:16](=[O:17])[N:30]([CH2:23][C:24]1[CH:29]=[CH:28][CH:27]=[CH:26][CH:25]=1)[CH2:31][C:32]1[CH:33]=[CH:34][CH:35]=[C:36]2[C:40]=1[NH:39][CH:38]=[CH:37]2)([CH3:20])([CH3:21])[CH3:22]. The catalyst class is: 119. (5) Reactant: [I-].[Na+].[H-].[Na+].N1(O[CH2:15][CH2:16][CH2:17][CH:18]([C:30]2[CH:35]=[C:34]([F:36])[C:33]([F:37])=[C:32]([F:38])[CH:31]=2)[C:19]([NH:21][NH:22][C:23]([O:25][C:26]([CH3:29])([CH3:28])[CH3:27])=[O:24])=[O:20])C2C=CC=CC=2N=N1.O.C(=O)(O)[O-].[Na+]. Product: [O:20]=[C:19]1[CH:18]([C:30]2[CH:35]=[C:34]([F:36])[C:33]([F:37])=[C:32]([F:38])[CH:31]=2)[CH2:17][CH2:16][CH2:15][N:21]1[NH:22][C:23](=[O:24])[O:25][C:26]([CH3:29])([CH3:28])[CH3:27]. The catalyst class is: 39. (6) Reactant: [OH:1][C:2]1[CH:3]=[C:4]2[C:8](=[CH:9][CH:10]=1)[NH:7][CH:6]=[CH:5]2.[CH2:11](Br)[C:12]1[CH:17]=[CH:16][CH:15]=[CH:14][CH:13]=1.C([O-])([O-])=O.[Cs+].[Cs+].C1OCCOCCOCCOCCOCCOC1.Cl. Product: [CH2:11]([O:1][C:2]1[CH:3]=[C:4]2[C:8](=[CH:9][CH:10]=1)[NH:7][CH:6]=[CH:5]2)[C:12]1[CH:17]=[CH:16][CH:15]=[CH:14][CH:13]=1. The catalyst class is: 95. (7) Reactant: [F:1][C:2]1[CH:3]=[CH:4][C:5]([CH3:24])=[C:6]([NH:8][C:9]2[O:10][C:11]3[C:17]([F:18])=[C:16]([CH2:19][C:20]([O:22]C)=[O:21])[CH:15]=[CH:14][C:12]=3[N:13]=2)[CH:7]=1.[OH-].[Na+]. Product: [F:1][C:2]1[CH:3]=[CH:4][C:5]([CH3:24])=[C:6]([NH:8][C:9]2[O:10][C:11]3[C:17]([F:18])=[C:16]([CH2:19][C:20]([OH:22])=[O:21])[CH:15]=[CH:14][C:12]=3[N:13]=2)[CH:7]=1. The catalyst class is: 36.